From a dataset of Full USPTO retrosynthesis dataset with 1.9M reactions from patents (1976-2016). Predict the reactants needed to synthesize the given product. (1) Given the product [N:12]1([C:10]2[C:9]3[C:4](=[CH:5][CH:6]=[CH:7][CH:8]=3)[N:3]=[C:2]([NH:18][CH2:19][CH2:20][CH2:21][N:22]3[CH2:27][CH2:26][CH:25]([C:28]4[CH:29]=[C:30]([NH:34][C:35](=[O:37])[CH3:36])[CH:31]=[CH:32][CH:33]=4)[CH2:24][CH2:23]3)[N:11]=2)[CH2:17][CH2:16][O:15][CH2:14][CH2:13]1, predict the reactants needed to synthesize it. The reactants are: Cl[C:2]1[N:11]=[C:10]([N:12]2[CH2:17][CH2:16][O:15][CH2:14][CH2:13]2)[C:9]2[C:4](=[CH:5][CH:6]=[CH:7][CH:8]=2)[N:3]=1.[NH2:18][CH2:19][CH2:20][CH2:21][N:22]1[CH2:27][CH2:26][CH:25]([C:28]2[CH:29]=[C:30]([NH:34][C:35](=[O:37])[CH3:36])[CH:31]=[CH:32][CH:33]=2)[CH2:24][CH2:23]1. (2) Given the product [CH:22]([N:8]([C:6](=[O:7])[C:5]1[CH:25]=[CH:26][C:2]([O:1][C:40]2[CH:45]=[CH:44][CH:43]=[CH:42][CH:41]=2)=[C:3]([O:27][CH2:28][CH2:29][CH2:30][O:31][CH3:32])[CH:4]=1)[C@@H:9]1[CH2:14][CH2:13][CH2:12][N:11]([C:15]([O:17][C:18]([CH3:20])([CH3:19])[CH3:21])=[O:16])[CH2:10]1)([CH3:23])[CH3:24], predict the reactants needed to synthesize it. The reactants are: [OH:1][C:2]1[CH:26]=[CH:25][C:5]([C:6]([N:8]([CH:22]([CH3:24])[CH3:23])[C@@H:9]2[CH2:14][CH2:13][CH2:12][N:11]([C:15]([O:17][C:18]([CH3:21])([CH3:20])[CH3:19])=[O:16])[CH2:10]2)=[O:7])=[CH:4][C:3]=1[O:27][CH2:28][CH2:29][CH2:30][O:31][CH3:32].C(N(CC)CC)C.[C:40]1(B(O)O)[CH:45]=[CH:44][CH:43]=[CH:42][CH:41]=1.C(=O)([O-])O.[Na+]. (3) The reactants are: [C:1]1([CH:7]2[O:12]C(=O)NC[CH2:8]2)C=CC=CC=1.[CH:14]1[CH:15]=CN=[C:18]([C:20]2[CH:21]=[CH:22][CH:23]=[CH:24][N:25]=2)[CH:19]=1.[CH:26]1(B(O)O)CC1.[C:32]([O-:35])([O-])=[O:33].[Na+].[Na+]. Given the product [OH:12][C:7]([CH3:1])([CH3:8])[CH2:26][C:22]1([C:21]2[CH:15]=[CH:14][CH:19]=[CH:18][CH:20]=2)[O:35][C:32](=[O:33])[NH:25][CH2:24][CH2:23]1, predict the reactants needed to synthesize it. (4) Given the product [CH3:13][C:11]1([CH3:14])[CH2:10][C:9]2[C:15]([CH3:16])=[C:5]([N:4]3[CH2:19][CH2:20][N:27]([C:26]4[CH:25]=[CH:24][NH:23][N:22]=4)[CH2:2][CH2:3]3)[C:6]([CH3:18])=[C:7]([CH3:17])[C:8]=2[O:12]1, predict the reactants needed to synthesize it. The reactants are: Cl[CH2:2][CH2:3][N:4]([CH2:19][CH2:20]Cl)[C:5]1[C:6]([CH3:18])=[C:7]([CH3:17])[C:8]2[O:12][C:11]([CH3:14])([CH3:13])[CH2:10][C:9]=2[C:15]=1[CH3:16].[NH:22]1[C:26]([NH2:27])=[CH:25][CH:24]=[N:23]1. (5) The reactants are: [CH3:1][C:2]1[CH:11]=[CH:10][C:9]2[C:4](=[C:5]([N+:14]([O-])=O)[C:6]([CH3:13])=[CH:7][C:8]=2[CH3:12])[N:3]=1.S(S([O-])=O)([O-])=O.[Na+].[Na+].[OH-].[Na+]. Given the product [CH3:1][C:2]1[CH:11]=[CH:10][C:9]2[C:4](=[C:5]([NH2:14])[C:6]([CH3:13])=[CH:7][C:8]=2[CH3:12])[N:3]=1, predict the reactants needed to synthesize it. (6) Given the product [CH2:1]([O:3][C:4]1[C:8]([CH2:9][CH2:10][CH2:11][O:12][C:24]2[CH:29]=[CH:28][C:27]([O:30][CH3:31])=[CH:26][C:25]=2[CH2:32][C:33]([OH:35])=[O:34])=[CH:7][N:6]([C:13]2[CH:18]=[CH:17][C:16]([C:19]([F:21])([F:20])[F:22])=[CH:15][N:14]=2)[N:5]=1)[CH3:2], predict the reactants needed to synthesize it. The reactants are: [CH2:1]([O:3][C:4]1[C:8]([CH2:9][CH2:10][CH2:11][OH:12])=[CH:7][N:6]([C:13]2[CH:18]=[CH:17][C:16]([C:19]([F:22])([F:21])[F:20])=[CH:15][N:14]=2)[N:5]=1)[CH3:2].O[C:24]1[CH:29]=[CH:28][C:27]([O:30][CH3:31])=[CH:26][C:25]=1[CH2:32][C:33]([O:35]C)=[O:34].C(P(CCCC)CCCC)CCC.N(C(N1CCCCC1)=O)=NC(N1CCCCC1)=O. (7) The reactants are: [OH:1][C:2]([CH3:17])([CH3:16])[CH2:3][NH:4][C:5]([C:7]1[C:11]([N+:12]([O-])=O)=[CH:10][N:9]([CH3:15])[N:8]=1)=[O:6]. Given the product [NH2:12][C:11]1[C:7]([C:5]([NH:4][CH2:3][C:2]([OH:1])([CH3:16])[CH3:17])=[O:6])=[N:8][N:9]([CH3:15])[CH:10]=1, predict the reactants needed to synthesize it.